Task: Predict which catalyst facilitates the given reaction.. Dataset: Catalyst prediction with 721,799 reactions and 888 catalyst types from USPTO (1) Reactant: [CH:1]([S:4][C:5]1[CH:11]=[CH:10][CH:9]=[CH:8][C:6]=1[NH2:7])([CH3:3])[CH3:2].[Cl:12][C:13]1[N:18]=[C:17](Cl)[C:16]([Cl:20])=[CH:15][N:14]=1.CN(C)C=O.CC(C)([O-])C.[K+]. Product: [Cl:12][C:13]1[N:18]=[C:17]([NH:7][C:6]2[CH:8]=[CH:9][CH:10]=[CH:11][C:5]=2[S:4][CH:1]([CH3:3])[CH3:2])[C:16]([Cl:20])=[CH:15][N:14]=1. The catalyst class is: 6. (2) Reactant: [CH2:1]([N:3]1[CH:7]=[C:6]([C:8]#[C:9][C:10]2[CH:15]=[CH:14][CH:13]=[C:12]([O:16][CH3:17])[CH:11]=2)[CH:5]=[C:4]1[C:18](Cl)=[O:19])[CH3:2].Cl.[CH3:22][N:23](C)O.C(N(C(C)C)CC)(C)C. Product: [CH3:22][NH:23][C:18]([C:4]1[N:3]([CH2:1][CH3:2])[CH:7]=[C:6]([C:8]#[C:9][C:10]2[CH:15]=[CH:14][CH:13]=[C:12]([O:16][CH3:17])[CH:11]=2)[CH:5]=1)=[O:19]. The catalyst class is: 2. (3) Reactant: [CH3:1][O:2][C:3](=[O:32])[NH:4][CH:5]([C:9]([N:11]1[CH2:15][CH2:14][CH2:13][CH:12]1[C:16](=[O:31])[NH:17][C:18]1[CH:23]=[CH:22][C:21]([C:24]2[CH:29]=[CH:28][C:27](Br)=[CH:26][CH:25]=2)=[CH:20][CH:19]=1)=[O:10])[CH:6]([CH3:8])[CH3:7].[B:33]1([B:33]2[O:37][C:36]([CH3:39])([CH3:38])[C:35]([CH3:41])([CH3:40])[O:34]2)[O:37][C:36]([CH3:39])([CH3:38])[C:35]([CH3:41])([CH3:40])[O:34]1.C([O-])(=O)C.[K+]. Product: [CH3:1][O:2][C:3](=[O:32])[NH:4][CH:5]([C:9]([N:11]1[CH2:15][CH2:14][CH2:13][CH:12]1[C:16](=[O:31])[NH:17][C:18]1[CH:23]=[CH:22][C:21]([C:24]2[CH:29]=[CH:28][C:27]([B:33]3[O:37][C:36]([CH3:39])([CH3:38])[C:35]([CH3:41])([CH3:40])[O:34]3)=[CH:26][CH:25]=2)=[CH:20][CH:19]=1)=[O:10])[CH:6]([CH3:8])[CH3:7]. The catalyst class is: 439. (4) Reactant: [CH3:1][N:2]([CH3:28])[S:3]([C:6]1[CH:27]=[CH:26][C:9]2[NH:10][C:11]([CH2:13][O:14][C:15]3[CH:20]=[C:19]([F:21])[C:18]([CH:22]=[O:23])=[CH:17][C:16]=3[O:24][CH3:25])=[N:12][C:8]=2[CH:7]=1)(=[O:5])=[O:4].C(N(CC)C(C)C)(C)C.[C:38]([O:42][C:43](O[C:43]([O:42][C:38]([CH3:41])([CH3:40])[CH3:39])=[O:44])=[O:44])([CH3:41])([CH3:40])[CH3:39]. Product: [C:38]([O:42][C:43]([N:10]1[C:9]2[CH:26]=[CH:27][C:6]([S:3](=[O:5])(=[O:4])[N:2]([CH3:1])[CH3:28])=[CH:7][C:8]=2[N:12]=[C:11]1[CH2:13][O:14][C:15]1[CH:20]=[C:19]([F:21])[C:18]([CH:22]=[O:23])=[CH:17][C:16]=1[O:24][CH3:25])=[O:44])([CH3:41])([CH3:40])[CH3:39]. The catalyst class is: 7. (5) Reactant: BrP(C1C=CC=CC=1)(C1C=CC=CC=1)(C1C=CC=CC=1)[CH2:3][CH2:4][CH2:5][CH2:6][CH2:7][S:8][CH2:9][CH2:10][C:11]([O:13][CH3:14])=[O:12].C[O-].[Na+].[CH:36](=O)[CH2:37][CH2:38][CH2:39][CH2:40][CH2:41][CH2:42][CH2:43][C:44]#[CH:45]. Product: [CH2:7]([S:8][CH2:9][CH2:10][C:11]([O:13][CH3:14])=[O:12])[CH2:6][CH2:5][CH2:4]/[CH:3]=[CH:45]\[CH2:44][CH2:43][CH2:42][CH2:41][CH2:40][CH2:39][CH2:38][C:37]#[CH:36]. The catalyst class is: 1. (6) Reactant: [F:1][C:2]1[CH:3]=[CH:4][C:5]([O:44][CH3:45])=[C:6]([C:8]2[CH:13]=[CH:12][N:11]=[C:10]3[N:14]([S:35]([C:38]4[CH:43]=[CH:42][CH:41]=[CH:40][CH:39]=4)(=[O:37])=[O:36])[C:15]([C:17]4[CH2:18][N:19](C(OC(C)(C)C)=O)[CH2:20][CH2:21][C:22]=4[C:23]([O:25][CH2:26][CH3:27])=[O:24])=[CH:16][C:9]=23)[CH:7]=1.FC(F)(F)C(O)=O. Product: [F:1][C:2]1[CH:3]=[CH:4][C:5]([O:44][CH3:45])=[C:6]([C:8]2[CH:13]=[CH:12][N:11]=[C:10]3[N:14]([S:35]([C:38]4[CH:39]=[CH:40][CH:41]=[CH:42][CH:43]=4)(=[O:37])=[O:36])[C:15]([C:17]4[CH2:18][NH:19][CH2:20][CH2:21][C:22]=4[C:23]([O:25][CH2:26][CH3:27])=[O:24])=[CH:16][C:9]=23)[CH:7]=1. The catalyst class is: 4. (7) Reactant: [NH2:1][CH2:2][C:3]1[CH:8]=[CH:7][C:6]([C:9]2[N:14]=[N:13][C:12]([N:15]3[CH2:20][CH2:19][N:18]([C:21]([CH:23]4[CH2:28][CH2:27][C:26]([F:30])([F:29])[CH2:25][CH2:24]4)=[O:22])[C@@H:17]([CH3:31])[CH2:16]3)=[C:11]3[CH:32]=[N:33][CH:34]=[CH:35][C:10]=23)=[CH:5][CH:4]=1.C(N(CC)C(C)C)(C)C.Cl[C:46]([O:48][CH3:49])=[O:47]. Product: [F:29][C:26]1([F:30])[CH2:27][CH2:28][CH:23]([C:21]([N:18]2[CH2:19][CH2:20][N:15]([C:12]3[N:13]=[N:14][C:9]([C:6]4[CH:5]=[CH:4][C:3]([CH2:2][NH:1][C:46](=[O:47])[O:48][CH3:49])=[CH:8][CH:7]=4)=[C:10]4[CH:35]=[CH:34][N:33]=[CH:32][C:11]=34)[CH2:16][C@@H:17]2[CH3:31])=[O:22])[CH2:24][CH2:25]1. The catalyst class is: 39.